This data is from Catalyst prediction with 721,799 reactions and 888 catalyst types from USPTO. The task is: Predict which catalyst facilitates the given reaction. (1) Product: [CH2:21]([O:20][CH2:19][C@H:15]([CH:16]([CH3:17])[CH3:18])[C:14]([OH:28])=[O:33])[C:22]1[CH:23]=[CH:24][CH:25]=[CH:26][CH:27]=1. Reactant: C([C@@H]1COC(=O)N1[C:14](=[O:28])[C@H:15]([CH2:19][O:20][CH2:21][C:22]1[CH:27]=[CH:26][CH:25]=[CH:24][CH:23]=1)[CH:16]([CH3:18])[CH3:17])C1C=CC=CC=1.OO.[Li+].[OH-].[O-:33]S([O-])=O.[Na+].[Na+].C([O-])(O)=O.[Na+]. The catalyst class is: 20. (2) The catalyst class is: 49. Reactant: [CH2:1]([O:3][C:4]([C:6]1[N:7]=[CH:8][N:9]([CH3:12])[C:10]=1[NH2:11])=[O:5])[CH3:2].[Li+].C[Si]([N-][Si](C)(C)C)(C)C.[CH3:23][C:24]([O:27][C:28](O[C:28]([O:27][C:24]([CH3:26])([CH3:25])[CH3:23])=[O:29])=[O:29])([CH3:26])[CH3:25]. Product: [CH2:1]([O:3][C:4]([C:6]1[N:7]=[CH:8][N:9]([CH3:12])[C:10]=1[N:11]([C:28]([O:27][C:24]([CH3:26])([CH3:25])[CH3:23])=[O:29])[C:28]([O:27][C:24]([CH3:26])([CH3:25])[CH3:23])=[O:29])=[O:5])[CH3:2]. (3) Reactant: Cl.[NH:2]1[CH2:5][CH:4]([NH:6][C:7]2[C:12]([F:13])=[CH:11][N:10]=[C:9]([C:14]3[C:22]4[C:17](=[N:18][CH:19]=[C:20]([Cl:23])[CH:21]=4)[N:16](S(C4C=CC(C)=CC=4)(=O)=O)[CH:15]=3)[N:8]=2)[CH2:3]1.CCN(C(C)C)C(C)C.[CH:43]1([CH2:48][S:49](Cl)(=[O:51])=[O:50])[CH2:47][CH2:46][CH2:45][CH2:44]1.N1CCOCC1. Product: [Cl:23][C:20]1[CH:21]=[C:22]2[C:14]([C:9]3[N:8]=[C:7]([NH:6][CH:4]4[CH2:5][N:2]([S:49]([CH2:48][CH:43]5[CH2:47][CH2:46][CH2:45][CH2:44]5)(=[O:51])=[O:50])[CH2:3]4)[C:12]([F:13])=[CH:11][N:10]=3)=[CH:15][NH:16][C:17]2=[N:18][CH:19]=1. The catalyst class is: 4. (4) Reactant: [C:1]1(C)[CH:6]=[CH:5][CH:4]=[CH:3][CH:2]=1.[O:8]1[C:12]2[CH:13]=[CH:14][C:15]([NH2:17])=[CH:16][C:11]=2[O:10][CH2:9]1.[NH:18]1[C:22]2C=CC=C[C:21]=2[N:20]=[N:19]1.C(=O)C. The catalyst class is: 81. Product: [N:18]1([CH:22]([NH:17][C:15]2[CH:14]=[CH:13][C:12]3[O:8][CH2:9][O:10][C:11]=3[CH:16]=2)[CH3:21])[C:6]2[CH:5]=[CH:4][CH:3]=[CH:2][C:1]=2[N:20]=[N:19]1. (5) Reactant: C([N:8]1[CH2:15][CH:14]2[CH2:16][CH:10]([CH2:11][N:12]([C:17]([NH:19][C:20]3[CH:25]=[CH:24][CH:23]=[CH:22][CH:21]=3)=[O:18])[CH2:13]2)[CH2:9]1)C1C=CC=CC=1. Product: [C:20]1([NH:19][C:17]([N:12]2[CH2:11][CH:10]3[CH2:16][CH:14]([CH2:15][NH:8][CH2:9]3)[CH2:13]2)=[O:18])[CH:21]=[CH:22][CH:23]=[CH:24][CH:25]=1. The catalyst class is: 29.